This data is from Reaction yield outcomes from USPTO patents with 853,638 reactions. The task is: Predict the reaction yield, written as a fraction of the theoretical maximum amount of product (1.0 means a 100% yield; for example, 0.34 means a 34% yield). (1) The reactants are [F-].C([N+](CCCC)(CCCC)CCCC)CCC.[CH:19]([C:21]1[CH:26]=[CH:25][CH:24]=[CH:23][C:22]=1[C:27]1[CH:28]=[CH:29][C:30]([C:33]#[N:34])=[N:31][CH:32]=1)=[O:20].[F:35][C:36]([Si](C)(C)C)([F:38])[F:37].Cl. The catalyst is C1COCC1. The product is [F:35][C:36]([F:38])([F:37])[CH:19]([C:21]1[CH:26]=[CH:25][CH:24]=[CH:23][C:22]=1[C:27]1[CH:28]=[CH:29][C:30]([C:33]#[N:34])=[N:31][CH:32]=1)[OH:20]. The yield is 0.950. (2) The reactants are [CH3:1][NH:2][CH2:3][CH2:4][C:5]([N:7]1[CH2:16][CH2:15][C:14]2[C:9](=[CH:10][C:11]([O:19][CH3:20])=[C:12]([O:17][CH3:18])[CH:13]=2)[C:8]21[CH2:25][CH2:24][CH:23]([C:26]([N:28]1[CH2:33][CH2:32][N:31]([C:34]3[N:39]=[CH:38][N:37]=[C:36]4[N:40]([CH2:43][CH2:44][CH3:45])[N:41]=[CH:42][C:35]=34)[CH2:30][CH2:29]1)=[O:27])[CH2:22][CH:21]2[CH:46]1[C:55]2[C:50](=[CH:51][C:52]([O:58][CH3:59])=[C:53]([O:56][CH3:57])[CH:54]=2)[CH2:49][CH2:48][N:47]1[CH2:60][CH3:61])=[O:6].C(N(CC)CC)C.Cl[C:70]([O:72][CH2:73][CH2:74][CH2:75][CH3:76])=[O:71]. The catalyst is C(Cl)Cl. The product is [CH2:73]([O:72][C:70]([N:2]([CH2:3][CH2:4][C:5]([N:7]1[CH2:16][CH2:15][C:14]2[C:9](=[CH:10][C:11]([O:19][CH3:20])=[C:12]([O:17][CH3:18])[CH:13]=2)[C:8]21[CH2:25][CH2:24][CH:23]([C:26]([N:28]1[CH2:29][CH2:30][N:31]([C:34]3[N:39]=[CH:38][N:37]=[C:36]4[N:40]([CH2:43][CH2:44][CH3:45])[N:41]=[CH:42][C:35]=34)[CH2:32][CH2:33]1)=[O:27])[CH2:22][CH:21]2[CH:46]1[C:55]2[C:50](=[CH:51][C:52]([O:58][CH3:59])=[C:53]([O:56][CH3:57])[CH:54]=2)[CH2:49][CH2:48][N:47]1[CH2:60][CH3:61])=[O:6])[CH3:1])=[O:71])[CH2:74][CH2:75][CH3:76]. The yield is 1.00. (3) The product is [O:21]=[C:16]1[CH2:15][CH2:14][C:13]2[C:18](=[CH:19][CH:20]=[C:11]([C:8]3[CH:7]=[CH:6][C:5]([C:4]([F:3])([F:22])[F:23])=[CH:10][CH:9]=3)[CH:12]=2)[N:17]1[CH2:25][C:26]1[CH:38]=[CH:37][C:29]([C:30]([OH:32])=[O:31])=[CH:28][CH:27]=1. The yield is 0.530. The catalyst is CN(C)C=O.CC#N.O. The reactants are [H-].[Na+].[F:3][C:4]([F:23])([F:22])[C:5]1[CH:10]=[CH:9][C:8]([C:11]2[CH:12]=[C:13]3[C:18](=[CH:19][CH:20]=2)[NH:17][C:16](=[O:21])[CH2:15][CH2:14]3)=[CH:7][CH:6]=1.Br[CH2:25][C:26]1[CH:38]=[CH:37][C:29]([C:30]([O:32]C(C)(C)C)=[O:31])=[CH:28][CH:27]=1.Cl.O1CCOCC1.